This data is from Reaction yield outcomes from USPTO patents with 853,638 reactions. The task is: Predict the reaction yield, written as a fraction of the theoretical maximum amount of product (1.0 means a 100% yield; for example, 0.34 means a 34% yield). (1) The reactants are [NH2:1][C:2]1[CH:10]=[CH:9][C:8]([O:11][CH3:12])=[CH:7][C:3]=1[C:4]([OH:6])=O.[NH2:13][C:14](N)=[O:15]. The catalyst is O. The product is [CH3:12][O:11][C:8]1[CH:7]=[C:3]2[C:2](=[CH:10][CH:9]=1)[NH:1][C:14](=[O:15])[NH:13][C:4]2=[O:6]. The yield is 0.880. (2) The reactants are F[C:2]1[CH:11]=[CH:10][C:5]([C:6]([O:8][CH3:9])=[O:7])=[CH:4][CH:3]=1.[CH3:12][C:13]1[N:14]=[CH:15][NH:16][CH:17]=1.C(=O)([O-])[O-].[K+].[K+].CN(C=O)C. The catalyst is O. The product is [CH3:12][C:13]1[N:14]=[CH:15][N:16]([C:2]2[CH:11]=[CH:10][C:5]([C:6]([O:8][CH3:9])=[O:7])=[CH:4][CH:3]=2)[CH:17]=1. The yield is 0.100. (3) The reactants are [Cl:1][C:2]1[CH:3]=[C:4]2[C:13](=[CH:14][CH:15]=1)[C:12]([NH:16][CH2:17][CH2:18][CH2:19][NH2:20])=[C:11]1[C:6]([CH2:7][CH2:8][CH2:9][CH2:10]1)=[N:5]2.[NH:21]1[C:30]2[CH2:29][CH2:28][CH2:27][C:26](=O)[C:25]=2[CH:24]=[CH:23][C:22]1=[O:32].C1C=CC=CC=1. The catalyst is C(O)(=O)C.O. The product is [Cl:1][C:2]1[CH:3]=[C:4]2[C:13](=[CH:14][CH:15]=1)[C:12]([NH:16][CH2:17][CH2:18][CH2:19][NH:20][CH:26]1[CH2:27][CH2:28][CH2:29][C:30]3[NH:21][C:22](=[O:32])[CH:23]=[CH:24][C:25]1=3)=[C:11]1[C:6]([CH2:7][CH2:8][CH2:9][CH2:10]1)=[N:5]2. The yield is 0.580. (4) The reactants are CC1(C)C(C)(C)OB([C:9]2[CH:18]=[CH:17][C:16]3[C:11](=[CH:12][CH:13]=[CH:14][CH:15]=3)[CH:10]=2)O1.Br[C:21]1[CH:26]=[CH:25][C:24]([S:27]([N:30]2[CH2:44][CH2:43][C:33]3([O:38][CH2:37][C:36](=[O:39])[N:35]([CH:40]4[CH2:42][CH2:41]4)[CH2:34]3)[CH2:32][CH2:31]2)(=[O:29])=[O:28])=[CH:23][CH:22]=1. No catalyst specified. The product is [CH:40]1([N:35]2[CH2:34][C:33]3([CH2:43][CH2:44][N:30]([S:27]([C:24]4[CH:23]=[CH:22][C:21]([C:9]5[CH:18]=[CH:17][C:16]6[C:11](=[CH:12][CH:13]=[CH:14][CH:15]=6)[CH:10]=5)=[CH:26][CH:25]=4)(=[O:28])=[O:29])[CH2:31][CH2:32]3)[O:38][CH2:37][C:36]2=[O:39])[CH2:41][CH2:42]1. The yield is 0.500. (5) The reactants are [Na].[N+:2]([C:5]1[CH:10]=[CH:9][C:8]([OH:11])=[CH:7][CH:6]=1)([O-:4])=[O:3].C1(C)C=CC=CC=1.[O:19]1[CH:21]([CH2:22][CH2:23][CH2:24][CH2:25][CH2:26][CH2:27][CH2:28][CH3:29])[CH2:20]1. The catalyst is O.S([O-])([O-])(=O)=O.C([N+](CCCC)(CCCC)CCCC)CCC.C([N+](CCCC)(CCCC)CCCC)CCC. The product is [OH:19][CH:21]([CH2:22][CH2:23][CH2:24][CH2:25][CH2:26][CH2:27][CH2:28][CH3:29])[CH2:20][O:11][C:8]1[CH:9]=[CH:10][C:5]([N+:2]([O-:4])=[O:3])=[CH:6][CH:7]=1. The yield is 0.390. (6) The reactants are [Cl:1][C:2]1[C:3]([CH2:10][N:11]2[C:19](=[O:20])[C:18]3[C:13](=[CH:14][CH:15]=[CH:16][CH:17]=3)[C:12]2=[O:21])=[N:4][CH:5]=[C:6]([CH:8]=[CH2:9])[CH:7]=1.Br[CH:23]([C:28]1[CH:29]=[C:30]([Cl:36])[C:31]([Cl:35])=[C:32]([Cl:34])[CH:33]=1)[C:24]([F:27])([F:26])[F:25].N1C=CC=CC=1C1C=CC=CN=1. The catalyst is ClC1C=CC=CC=1Cl.Cl[Cu]. The product is [Cl:1][C:2]1[C:3]([CH2:10][N:11]2[C:19](=[O:20])[C:18]3[C:13](=[CH:14][CH:15]=[CH:16][CH:17]=3)[C:12]2=[O:21])=[N:4][CH:5]=[C:6](/[CH:8]=[CH:9]/[CH:23]([C:28]2[CH:29]=[C:30]([Cl:36])[C:31]([Cl:35])=[C:32]([Cl:34])[CH:33]=2)[C:24]([F:26])([F:25])[F:27])[CH:7]=1. The yield is 0.500. (7) The reactants are II.[Br:3][C:4]1[CH:9]=[CH:8][CH:7]=[C:6]([C:10]([C:12]2[CH:17]=[CH:16][CH:15]=[C:14]([O:18][CH3:19])[CH:13]=2)=[CH2:11])[CH:5]=1.N.[NH2:21][C:22]([NH2:24])=[O:23]. The catalyst is C(OCC)(=O)C.C(#N)C.[Ag]OC#N. The product is [Br:3][C:4]1[CH:5]=[C:6]([C:10]2([C:12]3[CH:17]=[CH:16][CH:15]=[C:14]([O:18][CH3:19])[CH:13]=3)[CH2:11][O:23][C:22]([NH2:24])=[N:21]2)[CH:7]=[CH:8][CH:9]=1. The yield is 0.570. (8) The reactants are [Mg].[C:2]1([CH2:8][CH2:9][C:10](=[O:14])[CH2:11][CH2:12][CH3:13])[CH:7]=[CH:6][CH:5]=[CH:4][CH:3]=1.Cl[CH2:16][C:17]([O:19][CH2:20][CH3:21])=[O:18].Cl[Si](C)(C)C.Cl. The catalyst is C1COCC1. The product is [OH:14][C:10]([CH2:9][CH2:8][C:2]1[CH:7]=[CH:6][CH:5]=[CH:4][CH:3]=1)([CH2:11][CH2:12][CH3:13])[CH2:16][C:17]([O:19][CH2:20][CH3:21])=[O:18]. The yield is 0.723. (9) The reactants are [Cl:1][C:2]1[C:3]([O:12][C:13]2[CH:18]=[C:17]([O:19][CH2:20][CH2:21][O:22][CH3:23])[CH:16]=[CH:15][C:14]=2[CH2:24][OH:25])=[N:4][CH:5]=[C:6]([C:8]([F:11])([F:10])[F:9])[CH:7]=1.[CH2:26]([S:31]([NH2:34])(=[O:33])=[O:32])[CH2:27][CH2:28][CH2:29][CH3:30].N12CCCN=C1CCCCC2.Cl.CN(C)[CH:49]=[O:50]. The catalyst is CN(C)C1C=CN=CC=1.C(OCC)(=O)C. The product is [CH2:26]([S:31]([NH:34][C:49](=[O:50])[O:25][CH2:24][C:14]1[CH:15]=[CH:16][C:17]([O:19][CH2:20][CH2:21][O:22][CH3:23])=[CH:18][C:13]=1[O:12][C:3]1[C:2]([Cl:1])=[CH:7][C:6]([C:8]([F:9])([F:11])[F:10])=[CH:5][N:4]=1)(=[O:33])=[O:32])[CH2:27][CH2:28][CH2:29][CH3:30]. The yield is 0.540.